Task: Predict the reactants needed to synthesize the given product.. Dataset: Full USPTO retrosynthesis dataset with 1.9M reactions from patents (1976-2016) Given the product [NH:2]1[CH:3]=[C:4]([C:6]2[CH:22]=[CH:21][C:9]3[C:10]4[N:11]=[C:12]([C:18]([N:26]5[CH2:27][CH2:28][N:23]([C:29](=[O:31])[CH3:30])[CH2:24][CH2:25]5)=[O:20])[S:13][C:14]=4[CH2:15][CH2:16][O:17][C:8]=3[CH:7]=2)[CH:5]=[N:1]1, predict the reactants needed to synthesize it. The reactants are: [NH:1]1[CH:5]=[C:4]([C:6]2[CH:22]=[CH:21][C:9]3[C:10]4[N:11]=[C:12]([C:18]([OH:20])=O)[S:13][C:14]=4[CH2:15][CH2:16][O:17][C:8]=3[CH:7]=2)[CH:3]=[N:2]1.[N:23]1([C:29](=[O:31])[CH3:30])[CH2:28][CH2:27][NH:26][CH2:25][CH2:24]1.